Predict the reactants needed to synthesize the given product. From a dataset of Full USPTO retrosynthesis dataset with 1.9M reactions from patents (1976-2016). (1) Given the product [CH2:3]([O:10][C:12]1[CH:13]=[CH:14][C:15]([N+:23]([O-:25])=[O:24])=[C:16]([CH:22]=1)[C:17]([N:19]([CH3:21])[CH3:20])=[O:18])[C:4]1[CH:9]=[CH:8][CH:7]=[CH:6][CH:5]=1, predict the reactants needed to synthesize it. The reactants are: [H-].[Na+].[CH2:3]([OH:10])[C:4]1[CH:9]=[CH:8][CH:7]=[CH:6][CH:5]=1.Cl[C:12]1[CH:13]=[CH:14][C:15]([N+:23]([O-:25])=[O:24])=[C:16]([CH:22]=1)[C:17]([N:19]([CH3:21])[CH3:20])=[O:18]. (2) Given the product [O:21]1[C:22]2[C:23](=[N:24][CH:25]=[CH:26][CH:27]=2)[O:28][C@@H:19]([C:16]2[CH:15]=[CH:14][C:13]([CH2:12][N:9]3[CH2:10][CH2:11][N:32]([CH2:31][C:30]#[N:29])[CH2:7][CH2:8]3)=[CH:18][CH:17]=2)[CH2:20]1, predict the reactants needed to synthesize it. The reactants are: C(OC(C1[CH2:11][CH2:10][N:9]([CH2:12][C:13]2[CH:18]=[CH:17][C:16]([C@@H:19]3[O:28][C:23]4=[N:24][CH:25]=[CH:26][CH:27]=[C:22]4[O:21][CH2:20]3)=[CH:15][CH:14]=2)[CH2:8][CH2:7]1)=O)C.[N:29]1(CC#N)CC[NH:32][CH2:31][CH2:30]1.C(OC(N1CCN(CC#N)CC1)=O)(C)(C)C.Cl.C12NC(CC1)CN(C(=O)C)C2.